From a dataset of Full USPTO retrosynthesis dataset with 1.9M reactions from patents (1976-2016). Predict the reactants needed to synthesize the given product. (1) Given the product [Br:1][C:2]1[CH:9]=[CH:8][C:7]([C:10]([F:13])([F:12])[F:11])=[CH:6][C:3]=1[CH2:4][NH:16][CH2:14][CH3:15], predict the reactants needed to synthesize it. The reactants are: [Br:1][C:2]1[CH:9]=[CH:8][C:7]([C:10]([F:13])([F:12])[F:11])=[CH:6][C:3]=1[CH:4]=O.[CH2:14]([NH2:16])[CH3:15]. (2) Given the product [CH3:1][CH:2]([CH3:24])[C@@H:3]([NH:8][C:9]1[C:18]2[CH:19]=[CH:20][N+:21]([O-:33])=[CH:22][C:17]=2[C:16]2[C:15](=[O:23])[NH:14][CH:13]=[CH:12][C:11]=2[N:10]=1)[C:4]([F:6])([F:5])[F:7], predict the reactants needed to synthesize it. The reactants are: [CH3:1][CH:2]([CH3:24])[C@@H:3]([NH:8][C:9]1[C:18]2[CH:19]=[CH:20][N:21]=[CH:22][C:17]=2[C:16]2[C:15](=[O:23])[NH:14][CH:13]=[CH:12][C:11]=2[N:10]=1)[C:4]([F:7])([F:6])[F:5].C1C=C(Cl)C=C(C(OO)=[O:33])C=1.S([O-])([O-])(=O)=S.[Na+].[Na+].C(=O)(O)[O-].[Na+]. (3) Given the product [Si:1]([O:8][CH2:9][C@H:10]1[N:11]([C:16]([O:18][C:19]([CH3:22])([CH3:21])[CH3:20])=[O:17])[C:12](=[O:15])[C@H:13]2[C@@H:14]1[CH2:23][CH2:24]2)([C:4]([CH3:7])([CH3:6])[CH3:5])([CH3:3])[CH3:2], predict the reactants needed to synthesize it. The reactants are: [Si:1]([O:8][CH2:9][C@@H:10]1[CH:14]=[CH:13][C:12](=[O:15])[N:11]1[C:16]([O:18][C:19]([CH3:22])([CH3:21])[CH3:20])=[O:17])([C:4]([CH3:7])([CH3:6])[CH3:5])([CH3:3])[CH3:2].[CH2:23]=[CH2:24]. (4) Given the product [CH2:1]([O:3][CH:4]([O:12][CH2:13][CH3:14])[C:5]1[CH:10]=[CH:9][CH:8]=[CH:7][C:6]=1[C:23]([C:24]1[CH:29]=[CH:28][C:27]([Cl:30])=[CH:26][C:25]=1[F:31])=[O:32])[CH3:2], predict the reactants needed to synthesize it. The reactants are: [CH2:1]([O:3][CH:4]([O:12][CH2:13][CH3:14])[C:5]1[CH:10]=[CH:9][CH:8]=[CH:7][C:6]=1Br)[CH3:2].C([Li])CCC.CON(C)[C:23](=[O:32])[C:24]1[CH:29]=[CH:28][C:27]([Cl:30])=[CH:26][C:25]=1[F:31]. (5) Given the product [CH2:1]([O:3][C:4]([C:5]1[CH:10]=[CH:9][C:8]2[NH:11][C:23]([NH:22][C:16]3[C:15]([Cl:14])=[CH:20][CH:19]=[CH:18][C:17]=3[Cl:21])=[N:12][C:7]=2[CH:6]=1)=[O:13])[CH3:2], predict the reactants needed to synthesize it. The reactants are: [CH2:1]([O:3][C:4](=[O:13])[C:5]1[CH:10]=[CH:9][C:8]([NH2:11])=[C:7]([NH2:12])[CH:6]=1)[CH3:2].[Cl:14][C:15]1[CH:20]=[CH:19][CH:18]=[C:17]([Cl:21])[C:16]=1[N:22]=[C:23]=S.CC(C)N=C=NC(C)C. (6) Given the product [CH2:1]([O:8][N:9]1[C:18]2[N:17]=[CH:16][C:15](/[CH:47]=[CH:46]/[C:45]([O:49][CH3:50])=[O:48])=[CH:14][C:13]=2[C:12]([NH:20][CH2:21][C:22]2[CH:27]=[CH:26][C:25]([O:28][CH3:29])=[CH:24][C:23]=2[O:30][CH3:31])=[C:11]([C:32](=[O:33])[NH:34][CH2:35][C:36]2[CH:41]=[CH:40][C:39]([F:42])=[CH:38][C:37]=2[F:43])[C:10]1=[O:44])[C:2]1[CH:7]=[CH:6][CH:5]=[CH:4][CH:3]=1, predict the reactants needed to synthesize it. The reactants are: [CH2:1]([O:8][N:9]1[C:18]2[C:13](=[CH:14][C:15](Br)=[CH:16][N:17]=2)[C:12]([NH:20][CH2:21][C:22]2[CH:27]=[CH:26][C:25]([O:28][CH3:29])=[CH:24][C:23]=2[O:30][CH3:31])=[C:11]([C:32]([NH:34][CH2:35][C:36]2[CH:41]=[CH:40][C:39]([F:42])=[CH:38][C:37]=2[F:43])=[O:33])[C:10]1=[O:44])[C:2]1[CH:7]=[CH:6][CH:5]=[CH:4][CH:3]=1.[C:45]([O:49][CH3:50])(=[O:48])[CH:46]=[CH2:47].